This data is from Full USPTO retrosynthesis dataset with 1.9M reactions from patents (1976-2016). The task is: Predict the reactants needed to synthesize the given product. The reactants are: [CH2:1]([Mg][Cl:6])[CH2:2][CH2:3][CH3:4].[CH3:7][N:8]([CH3:21])[C:9]1(C#N)[CH2:18][CH2:17][C:12]2([O:16][CH2:15][CH2:14][O:13]2)[CH2:11][CH2:10]1.[Cl-].[NH4+].Cl[Si](C)(C)C. Given the product [ClH:6].[CH2:1]([C:9]1([N:8]([CH3:21])[CH3:7])[CH2:18][CH2:17][C:12]2([O:16][CH2:15][CH2:14][O:13]2)[CH2:11][CH2:10]1)[CH2:2][CH2:3][CH3:4], predict the reactants needed to synthesize it.